From a dataset of NCI-60 drug combinations with 297,098 pairs across 59 cell lines. Regression. Given two drug SMILES strings and cell line genomic features, predict the synergy score measuring deviation from expected non-interaction effect. (1) Drug 1: C1=NC2=C(N=C(N=C2N1C3C(C(C(O3)CO)O)O)F)N. Drug 2: C1=CC=C(C(=C1)C(C2=CC=C(C=C2)Cl)C(Cl)Cl)Cl. Cell line: HS 578T. Synergy scores: CSS=2.73, Synergy_ZIP=-1.75, Synergy_Bliss=-0.962, Synergy_Loewe=-2.56, Synergy_HSA=-1.11. (2) Drug 1: COC1=C(C=C2C(=C1)N=CN=C2NC3=CC(=C(C=C3)F)Cl)OCCCN4CCOCC4. Drug 2: CC(C)NC(=O)C1=CC=C(C=C1)CNNC.Cl. Cell line: HOP-62. Synergy scores: CSS=13.2, Synergy_ZIP=-2.81, Synergy_Bliss=3.70, Synergy_Loewe=-4.64, Synergy_HSA=1.18.